Regression. Given two drug SMILES strings and cell line genomic features, predict the synergy score measuring deviation from expected non-interaction effect. From a dataset of NCI-60 drug combinations with 297,098 pairs across 59 cell lines. (1) Drug 1: C(=O)(N)NO. Drug 2: C1=NC2=C(N=C(N=C2N1C3C(C(C(O3)CO)O)F)Cl)N. Cell line: HCC-2998. Synergy scores: CSS=34.0, Synergy_ZIP=2.79, Synergy_Bliss=3.22, Synergy_Loewe=-38.0, Synergy_HSA=-0.433. (2) Drug 1: C1=C(C(=O)NC(=O)N1)F. Drug 2: C1CC(C1)(C(=O)O)C(=O)O.[NH2-].[NH2-].[Pt+2]. Cell line: SNB-19. Synergy scores: CSS=44.9, Synergy_ZIP=-5.32, Synergy_Bliss=-3.69, Synergy_Loewe=-0.106, Synergy_HSA=1.47. (3) Drug 2: C1CN(P(=O)(OC1)NCCCl)CCCl. Synergy scores: CSS=61.7, Synergy_ZIP=4.60, Synergy_Bliss=2.62, Synergy_Loewe=-43.3, Synergy_HSA=3.42. Drug 1: CNC(=O)C1=CC=CC=C1SC2=CC3=C(C=C2)C(=NN3)C=CC4=CC=CC=N4. Cell line: SR. (4) Drug 1: C1CCC(C1)C(CC#N)N2C=C(C=N2)C3=C4C=CNC4=NC=N3. Drug 2: C1=CC(=CC=C1CCC2=CNC3=C2C(=O)NC(=N3)N)C(=O)NC(CCC(=O)O)C(=O)O. Cell line: NCI-H522. Synergy scores: CSS=44.9, Synergy_ZIP=-1.26, Synergy_Bliss=3.32, Synergy_Loewe=-34.2, Synergy_HSA=4.03. (5) Drug 1: CCN(CC)CCCC(C)NC1=C2C=C(C=CC2=NC3=C1C=CC(=C3)Cl)OC. Drug 2: CC1C(C(CC(O1)OC2CC(CC3=C2C(=C4C(=C3O)C(=O)C5=C(C4=O)C(=CC=C5)OC)O)(C(=O)CO)O)N)O.Cl. Cell line: MCF7. Synergy scores: CSS=41.9, Synergy_ZIP=-2.74, Synergy_Bliss=-2.12, Synergy_Loewe=-2.03, Synergy_HSA=1.32.